This data is from Full USPTO retrosynthesis dataset with 1.9M reactions from patents (1976-2016). The task is: Predict the reactants needed to synthesize the given product. (1) The reactants are: [Cl:1][C:2]1[C:25]([C:26]([F:29])([F:28])[F:27])=[CH:24][CH:23]=[CH:22][C:3]=1[C:4]([NH:6][CH:7]([C:14]12[CH2:19][CH:17]([CH2:18]1)[CH2:16][N:15]2[CH2:20][CH3:21])[C:8]1[CH:13]=[CH:12][CH:11]=[CH:10][CH:9]=1)=[O:5].Cl. Given the product [ClH:1].[Cl:1][C:2]1[C:25]([C:26]([F:29])([F:27])[F:28])=[CH:24][CH:23]=[CH:22][C:3]=1[C:4]([NH:6][CH:7]([C:14]12[CH2:19][CH:17]([CH2:18]1)[CH2:16][N:15]2[CH2:20][CH3:21])[C:8]1[CH:13]=[CH:12][CH:11]=[CH:10][CH:9]=1)=[O:5], predict the reactants needed to synthesize it. (2) Given the product [NH2:1][CH:4]1[CH2:13][CH2:12][CH2:11][C:10]2[CH:9]=[C:8]([O:14][S:15]([C:18]([F:21])([F:19])[F:20])(=[O:17])=[O:16])[CH:7]=[CH:6][C:5]1=2, predict the reactants needed to synthesize it. The reactants are: [N:1]([CH:4]1[CH2:13][CH2:12][CH2:11][C:10]2[CH:9]=[C:8]([O:14][S:15]([C:18]([F:21])([F:20])[F:19])(=[O:17])=[O:16])[CH:7]=[CH:6][C:5]1=2)=[N+]=[N-].C1C=CC(P(C2C=CC=CC=2)C2C=CC=CC=2)=CC=1.O.Cl. (3) Given the product [CH3:18][O:19][C:20](=[O:49])[C:21]([C:24]1[CH:25]=[CH:26][C:27]([C:17]#[C:16][C:5]2[CH:4]=[C:3]([CH2:1][CH3:2])[C:12]3[C:11](=[O:13])[CH2:10][CH2:9][C:8]([CH3:14])([CH3:15])[C:7]=3[CH:6]=2)=[CH:28][CH:29]=1)([CH3:23])[CH3:22], predict the reactants needed to synthesize it. The reactants are: [CH2:1]([C:3]1[CH:4]=[C:5]([C:16]#[CH:17])[CH:6]=[C:7]2[C:12]=1[C:11](=[O:13])[CH2:10][CH2:9][C:8]2([CH3:15])[CH3:14])[CH3:2].[CH3:18][O:19][C:20](=[O:49])[C:21]([C:24]1[CH:29]=[CH:28][C:27](C#CC2C=C(C3CC3)C3OC4(CC4)CC(C)(C)C=3C=2)=[CH:26][CH:25]=1)([CH3:23])[CH3:22].C(N(CC)CC)C.C(OCC)(=O)C. (4) Given the product [CH2:15]([N:12]1[C:5]2[N:6]=[C:7]([S:10][CH3:11])[N:8]=[CH:9][C:4]=2[CH:3]=[C:2]([C:24]2[CH:25]=[CH:26][C:21]([S:18]([CH3:17])(=[O:20])=[O:19])=[CH:22][CH:23]=2)[C:13]1=[O:14])[CH3:16], predict the reactants needed to synthesize it. The reactants are: Br[C:2]1[C:13](=[O:14])[N:12]([CH2:15][CH3:16])[C:5]2[N:6]=[C:7]([S:10][CH3:11])[N:8]=[CH:9][C:4]=2[CH:3]=1.[CH3:17][S:18]([C:21]1[CH:26]=[CH:25][C:24](B(O)O)=[CH:23][CH:22]=1)(=[O:20])=[O:19].P([O-])([O-])([O-])=O.[K+].[K+].[K+]. (5) Given the product [CH2:26]([S:23]([C:20]1[N:21]=[CH:22][C:17]([O:10][C:8]2[CH:9]=[C:4]([CH:5]=[C:6]([O:33][CH:30]([CH2:31][F:32])[CH2:29][F:28])[CH:7]=2)[C:3]([NH:34][C:35]2[CH:39]=[CH:38][N:37]([CH3:40])[N:36]=2)=[O:15])=[CH:18][CH:19]=1)(=[O:25])=[O:24])[CH3:27], predict the reactants needed to synthesize it. The reactants are: CO[C:3](=[O:15])[C:4]1[CH:9]=[C:8]([OH:10])[CH:7]=[C:6](OCOC)[CH:5]=1.Br[C:17]1[CH:18]=[CH:19][C:20]([S:23]([CH2:26][CH3:27])(=[O:25])=[O:24])=[N:21][CH:22]=1.[F:28][CH2:29][CH:30]([OH:33])[CH2:31][F:32].[NH2:34][C:35]1[CH:39]=[CH:38][N:37]([CH3:40])[N:36]=1. (6) Given the product [CH3:24][O:25][C:26](=[O:40])[C:27]([O:30][C:31]1[CH:36]=[CH:35][C:34]([O:17][CH2:16][CH2:15][CH2:14][C:11]2[S:12][CH:13]=[C:9]([C:6]3[CH:7]=[CH:8][C:3]([C:2]([F:23])([F:22])[F:1])=[CH:4][CH:5]=3)[N:10]=2)=[C:33]([CH3:38])[C:32]=1[CH3:39])([CH3:29])[CH3:28], predict the reactants needed to synthesize it. The reactants are: [F:1][C:2]([F:23])([F:22])[C:3]1[CH:8]=[CH:7][C:6]([C:9]2[N:10]=[C:11]([CH2:14][CH2:15][CH2:16][O:17]S(C)(=O)=O)[S:12][CH:13]=2)=[CH:5][CH:4]=1.[CH3:24][O:25][C:26](=[O:40])[C:27]([O:30][C:31]1[CH:36]=[CH:35][C:34](O)=[C:33]([CH3:38])[C:32]=1[CH3:39])([CH3:29])[CH3:28].C(=O)([O-])[O-].[Cs+].[Cs+]. (7) Given the product [C:1]([C:3]1[C:7]([CH2:8][C:9]2[CH:14]=[CH:13][CH:12]=[CH:11][C:10]=2[S:15]([N:18]2[CH2:19][CH2:20][CH2:21][CH2:22]2)(=[O:17])=[O:16])=[C:6]([CH3:23])[N:5]([CH2:24][C:25]([OH:27])=[O:26])[C:4]=1[CH:30]1[CH2:35][CH2:34][CH2:33][CH2:32][CH2:31]1)#[N:2], predict the reactants needed to synthesize it. The reactants are: [C:1]([C:3]1[C:7]([CH2:8][C:9]2[CH:14]=[CH:13][CH:12]=[CH:11][C:10]=2[S:15]([N:18]2[CH2:22][CH2:21][CH2:20][CH2:19]2)(=[O:17])=[O:16])=[C:6]([CH3:23])[N:5]([CH2:24][C:25]([O:27]CC)=[O:26])[C:4]=1[CH:30]1[CH2:35][CH2:34][CH2:33][CH2:32][CH2:31]1)#[N:2].O.O.[OH-].[Li+].